The task is: Predict the reactants needed to synthesize the given product.. This data is from Full USPTO retrosynthesis dataset with 1.9M reactions from patents (1976-2016). (1) Given the product [F:1][C:2]1[CH:7]=[C:6]([CH:5]=[C:4]([F:8])[C:3]=1[OH:9])[CH:10]=[O:21], predict the reactants needed to synthesize it. The reactants are: [F:1][C:2]1[CH:7]=[CH:6][CH:5]=[C:4]([F:8])[C:3]=1[OH:9].[CH2:10]1N2CN3CN(C2)CN1C3.Cl.[OH-:21].[Na+]. (2) The reactants are: [CH3:1][O:2][C:3]1[CH:12]=[CH:11][C:6]([CH:7]=[CH:8][CH:9]=[O:10])=[CH:5][CH:4]=1.C(C1C(=O)C(Cl)=C(Cl)[C:17](=[O:18])C=1C#N)#N.CO. Given the product [CH3:1][O:2][C:3]1[CH:12]=[CH:11][C:6]([CH:7]=[CH:8][C:9]([O:18][CH3:17])=[O:10])=[CH:5][CH:4]=1, predict the reactants needed to synthesize it. (3) Given the product [F:10][C:5]1[C:6]([CH:7]=[O:8])=[CH:9][C:2]([C:14]#[N:15])=[C:3]([O:11][CH3:12])[CH:4]=1, predict the reactants needed to synthesize it. The reactants are: Br[C:2]1[C:3]([O:11][CH3:12])=[CH:4][C:5]([F:10])=[C:6]([CH:9]=1)[CH:7]=[O:8].[Cu](C#N)[C:14]#[N:15].O. (4) Given the product [O:7]=[C:4]1[CH2:5][CH2:6][C:2](=[O:1])[N:3]1[CH2:8][C:9]1[CH:18]=[C:17]2[C:12]([C:13]([C:21]3[CH:22]=[CH:23][C:24]([F:27])=[CH:25][CH:26]=3)=[CH:14][C:15]([C:19]([NH2:20])=[O:29])=[N:16]2)=[CH:11][CH:10]=1, predict the reactants needed to synthesize it. The reactants are: [O:1]=[C:2]1[CH2:6][CH2:5][C:4](=[O:7])[N:3]1[CH2:8][C:9]1[CH:18]=[C:17]2[C:12]([C:13]([C:21]3[CH:26]=[CH:25][C:24]([F:27])=[CH:23][CH:22]=3)=[CH:14][C:15]([C:19]#[N:20])=[N:16]2)=[CH:11][CH:10]=1.C([O-])([O-])=[O:29].C([O-])([O-])=O.OO.OO.OO.[Na+].[Na+].[Na+].[Na+].[NH4+].[Cl-]. (5) The reactants are: [F:1][C:2]([F:36])([C:32]([F:35])([F:34])[F:33])[C:3]([F:31])([F:30])[C:4]([F:29])([F:28])[CH2:5][CH2:6][CH2:7][CH2:8][CH2:9][CH2:10][CH2:11][CH2:12][CH2:13][CH2:14][CH2:15][CH2:16][CH2:17][CH2:18][CH2:19][CH2:20][CH2:21][CH2:22][CH2:23][CH2:24][CH2:25][CH2:26]O.[BrH:37].S(=O)(=O)(O)O. Given the product [Br:37][CH2:26][CH2:25][CH2:24][CH2:23][CH2:22][CH2:21][CH2:20][CH2:19][CH2:18][CH2:17][CH2:16][CH2:15][CH2:14][CH2:13][CH2:12][CH2:11][CH2:10][CH2:9][CH2:8][CH2:7][CH2:6][CH2:5][C:4]([F:29])([F:28])[C:3]([F:31])([F:30])[C:2]([F:36])([F:1])[C:32]([F:35])([F:34])[F:33], predict the reactants needed to synthesize it. (6) Given the product [C:15]([C:19]1[CH:20]=[C:21]([C:10]2[CH:11]=[C:2]([C:37]3[CH:36]=[N:35][CH:40]=[CH:39][CH:38]=3)[C:3]([O:13][CH3:14])=[C:4]([C:5]([O:7][CH3:8])=[O:6])[CH:9]=2)[CH:22]=[C:23]([CH3:25])[CH:24]=1)([CH3:18])([CH3:17])[CH3:16], predict the reactants needed to synthesize it. The reactants are: Br[C:2]1[C:3]([O:13][CH3:14])=[C:4]([CH:9]=[C:10](I)[CH:11]=1)[C:5]([O:7][CH3:8])=[O:6].[C:15]([C:19]1[CH:20]=[C:21](B(O)O)[CH:22]=[C:23]([CH3:25])[CH:24]=1)([CH3:18])([CH3:17])[CH3:16].C(=O)([O-])[O-].[Na+].[Na+].[N:35]1[CH:40]=[CH:39][CH:38]=[C:37](B(O)O)[CH:36]=1. (7) Given the product [Cl:32][C:29]1[CH:30]=[CH:31][C:26]([S:23]([NH:22][C:17]2[CH:18]=[CH:19][CH:20]=[CH:21][C:16]=2[NH:15][S:12]([C:3]2[CH:4]=[C:5]([C:8]([F:10])([F:9])[F:11])[CH:6]=[CH:41][C:40]=2[O:39][CH3:38])(=[O:13])=[O:14])(=[O:25])=[O:24])=[CH:27][CH:28]=1, predict the reactants needed to synthesize it. The reactants are: ClC1C=[CH:6][C:5]([C:8]([F:11])([F:10])[F:9])=[CH:4][C:3]=1[S:12]([NH:15][C:16]1[CH:21]=[CH:20][CH:19]=[CH:18][C:17]=1[NH:22][S:23]([C:26]1[CH:31]=[CH:30][C:29]([Cl:32])=[CH:28][CH:27]=1)(=[O:25])=[O:24])(=[O:14])=[O:13].C[O-].[Na+].O1[CH2:41][CH2:40][O:39][CH2:38]C1.